Dataset: Catalyst prediction with 721,799 reactions and 888 catalyst types from USPTO. Task: Predict which catalyst facilitates the given reaction. Reactant: [CH3:1][N:2]1[C:6]([C:7]2[CH:8]=[C:9]([C:12]([O:14][CH3:15])=[O:13])[S:10][CH:11]=2)=[CH:5][CH:4]=[N:3]1.[B-](F)(F)(F)[F:17].[B-](F)(F)(F)F.C1[N+]2(CCl)CC[N+](F)(CC2)C1.O. Product: [F:17][C:5]1[CH:4]=[N:3][N:2]([CH3:1])[C:6]=1[C:7]1[CH:8]=[C:9]([C:12]([O:14][CH3:15])=[O:13])[S:10][CH:11]=1. The catalyst class is: 1.